This data is from Forward reaction prediction with 1.9M reactions from USPTO patents (1976-2016). The task is: Predict the product of the given reaction. (1) Given the reactants O.[NH2:2][NH2:3].[C:4]1([C:10](=O)[CH2:11][C:12]([C:14]2[CH:19]=[CH:18][CH:17]=[CH:16][CH:15]=2)=O)[CH:9]=[CH:8][CH:7]=[CH:6][CH:5]=1, predict the reaction product. The product is: [C:4]1([C:10]2[CH:11]=[C:12]([C:14]3[CH:19]=[CH:18][CH:17]=[CH:16][CH:15]=3)[NH:3][N:2]=2)[CH:9]=[CH:8][CH:7]=[CH:6][CH:5]=1. (2) The product is: [CH2:49]1[C:50]2[C:55](=[CH:54][CH:53]=[CH:52][CH:51]=2)[CH2:56][CH2:57][N:48]1[CH2:47][CH:46]([OH:58])[CH2:45][NH:44][C:9](=[O:11])[C:8]1[CH:12]=[CH:13][CH:14]=[CH:15][C:7]=1[C:2]1[CH:3]=[CH:4][CH:5]=[CH:6][N:1]=1. Given the reactants [N:1]1[CH:6]=[CH:5][CH:4]=[CH:3][C:2]=1[C:7]1[CH:15]=[CH:14][CH:13]=[CH:12][C:8]=1[C:9]([OH:11])=O.CCN=C=NCCCN(C)C.C1C=CC2N(O)N=NC=2C=1.CCN(CC)CC.[NH2:44][CH2:45][CH:46]([OH:58])[CH2:47][N:48]1[CH2:57][CH2:56][C:55]2[C:50](=[CH:51][CH:52]=[CH:53][CH:54]=2)[CH2:49]1, predict the reaction product. (3) Given the reactants [Br:1][C:2]1[CH:3]=[N:4][CH:5]=[CH:6][C:7]=1[CH2:8]Cl.[CH:10]([O:13][C:14](=[O:30])[NH:15][C@@H:16]1[CH2:29][C:19]2[NH:20][C:21]3[CH:22]=[CH:23][C:24]([C:27]#[N:28])=[CH:25][C:26]=3[C:18]=2[CH2:17]1)([CH3:12])[CH3:11].C(=O)([O-])[O-].[Cs+].[Cs+], predict the reaction product. The product is: [CH:10]([O:13][C:14](=[O:30])[NH:15][C@@H:16]1[CH2:29][C:19]2[N:20]([CH2:8][C:7]3[CH:6]=[CH:5][N:4]=[CH:3][C:2]=3[Br:1])[C:21]3[CH:22]=[CH:23][C:24]([C:27]#[N:28])=[CH:25][C:26]=3[C:18]=2[CH2:17]1)([CH3:12])[CH3:11]. (4) Given the reactants [F:1][C:2]1[C:3]([O:31][CH2:32][CH2:33][CH2:34][CH2:35][N:36]2[CH2:41][CH2:40][CH2:39][CH2:38][CH2:37]2)=[CH:4][C:5]2[N:9]=[C:8]([C:10]3[C:14]([NH:15][C:16]([N:18]4[CH2:23][CH2:22][CH2:21][CH2:20][CH2:19]4)=[O:17])=[CH:13][N:12](C4CCCCO4)[N:11]=3)[NH:7][C:6]=2[CH:30]=1, predict the reaction product. The product is: [F:1][C:2]1[C:3]([O:31][CH2:32][CH2:33][CH2:34][CH2:35][N:36]2[CH2:41][CH2:40][CH2:39][CH2:38][CH2:37]2)=[CH:4][C:5]2[N:9]=[C:8]([C:10]3[C:14]([NH:15][C:16]([N:18]4[CH2:23][CH2:22][CH2:21][CH2:20][CH2:19]4)=[O:17])=[CH:13][NH:12][N:11]=3)[NH:7][C:6]=2[CH:30]=1. (5) Given the reactants [OH:1][CH:2]1[CH2:7][CH2:6][CH:5]([NH:8][C:9](=[O:19])[CH2:10]P(=O)(OCC)OCC)[CH2:4][CH2:3]1.[Br:20][C:21]1[CH:26]=[CH:25][C:24]([S:27][C:28]2[N:35]=[CH:34][CH:33]=[CH:32][C:29]=2[CH:30]=O)=[CH:23][CH:22]=1, predict the reaction product. The product is: [Br:20][C:21]1[CH:22]=[CH:23][C:24]([S:27][C:28]2[C:29](/[CH:30]=[CH:10]/[C:9]([NH:8][CH:5]3[CH2:4][CH2:3][CH:2]([OH:1])[CH2:7][CH2:6]3)=[O:19])=[CH:32][CH:33]=[CH:34][N:35]=2)=[CH:25][CH:26]=1.